Dataset: Peptide-MHC class I binding affinity with 185,985 pairs from IEDB/IMGT. Task: Regression. Given a peptide amino acid sequence and an MHC pseudo amino acid sequence, predict their binding affinity value. This is MHC class I binding data. The peptide sequence is SNIQFNISK. The MHC is HLA-A68:01 with pseudo-sequence HLA-A68:01. The binding affinity (normalized) is 0.750.